This data is from Reaction yield outcomes from USPTO patents with 853,638 reactions. The task is: Predict the reaction yield, written as a fraction of the theoretical maximum amount of product (1.0 means a 100% yield; for example, 0.34 means a 34% yield). (1) The reactants are [O:1]1[CH2:6][CH2:5][CH:4]([N:7]2[CH:11]=[C:10]([OH:12])[CH:9]=[N:8]2)[CH2:3][CH2:2]1.Cl[C:14]1[N:15]=[C:16]([OH:24])[C:17]2[CH:23]=[CH:22][N:21]=[CH:20][C:18]=2[N:19]=1. No catalyst specified. The product is [O:1]1[CH2:2][CH2:3][CH:4]([N:7]2[CH:11]=[C:10]([O:12][C:14]3[N:15]=[C:16]([OH:24])[C:17]4[CH:23]=[CH:22][N:21]=[CH:20][C:18]=4[N:19]=3)[CH:9]=[N:8]2)[CH2:5][CH2:6]1. The yield is 0.170. (2) The reactants are [Na].[Br:2][C:3]1[CH:8]=[CH:7][C:6]([C:9]2[N:10]=[C:11]([C:15]([OH:17])=O)[N:12]([CH3:14])[CH:13]=2)=[CH:5][CH:4]=1.CN1CCOCC1.ClC(OCC(C)C)=O.Cl.[CH3:34][NH:35][O:36][CH3:37]. The catalyst is C(Cl)Cl. The product is [Br:2][C:3]1[CH:4]=[CH:5][C:6]([C:9]2[N:10]=[C:11]([C:15]([N:35]([CH3:34])[O:36][CH3:37])=[O:17])[N:12]([CH3:14])[CH:13]=2)=[CH:7][CH:8]=1. The yield is 0.320. (3) The reactants are [C:1]1(B(O)O)[C:10]2[C:5](=[CH:6][CH:7]=[CH:8][CH:9]=2)[CH:4]=[CH:3][CH:2]=1.[Br:14][C:15]1[CH:16]=[C:17](I)[CH:18]=[CH:19][CH:20]=1.C(=O)([O-])[O-].[Na+].[Na+]. The catalyst is [Pd].C1(P(C2C=CC=CC=2)C2C=CC=CC=2)C=CC=CC=1.C1(P(C2C=CC=CC=2)C2C=CC=CC=2)C=CC=CC=1.C1(P(C2C=CC=CC=2)C2C=CC=CC=2)C=CC=CC=1.C1(P(C2C=CC=CC=2)C2C=CC=CC=2)C=CC=CC=1.C1(C)C=CC=CC=1. The product is [Br:14][C:15]1[CH:20]=[C:19]([C:1]2[C:10]3[C:5](=[CH:6][CH:7]=[CH:8][CH:9]=3)[CH:4]=[CH:3][CH:2]=2)[CH:18]=[CH:17][CH:16]=1. The yield is 0.760. (4) The reactants are Cl.[F:2][CH:3]([F:24])[O:4][C:5]1[CH:6]=[C:7]([C:13]2[CH:14]=[CH:15][C:16]3[O:22][CH2:21][CH2:20][NH:19][CH2:18][C:17]=3[CH:23]=2)[CH:8]=[CH:9][C:10]=1[O:11][CH3:12].Cl[C:26]1[C:35]2[CH2:34][C:33]([CH3:37])([CH3:36])[CH2:32][CH2:31][C:30]=2[N:29]=[C:28]([CH2:38][N:39]([CH3:41])[CH3:40])[N:27]=1.C(N(C(C)C)CC)(C)C.O. The catalyst is CN1C(=O)CCC1. The product is [F:24][CH:3]([F:2])[O:4][C:5]1[CH:6]=[C:7]([C:13]2[CH:14]=[CH:15][C:16]3[O:22][CH2:21][CH2:20][N:19]([C:26]4[C:35]5[CH2:34][C:33]([CH3:36])([CH3:37])[CH2:32][CH2:31][C:30]=5[N:29]=[C:28]([CH2:38][N:39]([CH3:41])[CH3:40])[N:27]=4)[CH2:18][C:17]=3[CH:23]=2)[CH:8]=[CH:9][C:10]=1[O:11][CH3:12]. The yield is 0.120. (5) The reactants are [F:1][C:2]1[CH:7]=[CH:6][C:5]([CH:8]([C:10]2[S:11][C:12]3[N:13]=[C:14]([NH2:23])[N:15]=[C:16](S(C)(=O)=O)[C:17]=3[N:18]=2)[CH3:9])=[CH:4][CH:3]=1.C(N(CC)CC)C.[Cl:31][C:32]1[CH:47]=[CH:46][C:35]([O:36][CH2:37][C:38]([N:40]2[CH2:45][CH2:44][NH:43][CH2:42][CH2:41]2)=[O:39])=[CH:34][CH:33]=1. The catalyst is O1CCOCC1. The product is [NH2:23][C:14]1[N:15]=[C:16]([N:43]2[CH2:44][CH2:45][N:40]([C:38](=[O:39])[CH2:37][O:36][C:35]3[CH:46]=[CH:47][C:32]([Cl:31])=[CH:33][CH:34]=3)[CH2:41][CH2:42]2)[C:17]2[N:18]=[C:10]([CH:8]([C:5]3[CH:6]=[CH:7][C:2]([F:1])=[CH:3][CH:4]=3)[CH3:9])[S:11][C:12]=2[N:13]=1. The yield is 0.670. (6) The reactants are Br[C:2]1[C:3]2[C:4]3[CH:17]=[CH:16][S:15][C:5]=3[C:6](=[O:14])[NH:7][C:8]=2[CH:9]=[CH:10][C:11]=1[O:12][CH3:13].[C:18]([O:22][C:23](=[O:44])[N:24]([CH3:43])[CH2:25][C@H:26]([C:28]1[CH:33]=[CH:32][C:31](B2OC(C)(C)C(C)(C)O2)=[CH:30][CH:29]=1)[CH3:27])([CH3:21])([CH3:20])[CH3:19]. No catalyst specified. The product is [CH3:13][O:12][C:11]1[CH:10]=[CH:9][C:8]2[NH:7][C:6](=[O:14])[C:5]3[S:15][CH:16]=[CH:17][C:4]=3[C:3]=2[C:2]=1[C:31]1[CH:30]=[CH:29][C:28]([C@H:26]([CH3:27])[CH2:25][N:24]([CH3:43])[C:23](=[O:44])[O:22][C:18]([CH3:19])([CH3:21])[CH3:20])=[CH:33][CH:32]=1. The yield is 0.500. (7) The reactants are [OH:1][CH2:2][CH2:3][CH2:4][NH:5][C:6](=[O:17])[CH2:7][C:8]1[CH:13]=[CH:12][C:11]([N+:14]([O-])=O)=[CH:10][CH:9]=1. The catalyst is CCO.CCOC(C)=O.[Pd]. The product is [NH2:14][C:11]1[CH:10]=[CH:9][C:8]([CH2:7][C:6]([NH:5][CH2:4][CH2:3][CH2:2][OH:1])=[O:17])=[CH:13][CH:12]=1. The yield is 0.950. (8) The reactants are [NH:1]1[CH2:9][C@H:7]([OH:8])[CH2:6][C@H:2]1[C:3]([OH:5])=[O:4].O1CCCC1.O.[OH-].[Na+].[C:18](O[C:18]([O:20][C:21]([CH3:24])([CH3:23])[CH3:22])=[O:19])([O:20][C:21]([CH3:24])([CH3:23])[CH3:22])=[O:19]. The catalyst is C(OCC)(=O)C. The product is [C:21]([O:20][C:18]([N:1]1[CH2:9][C@H:7]([OH:8])[CH2:6][C@H:2]1[C:3]([OH:5])=[O:4])=[O:19])([CH3:24])([CH3:23])[CH3:22]. The yield is 0.800. (9) The reactants are [CH3:1][NH:2][CH3:3].[CH3:4][O:5][C:6]1[CH:13]=[CH:12][CH:11]=[CH:10][C:7]=1[CH:8]=O.C([Cl:17])(=O)C. No catalyst specified. The product is [Cl-:17].[CH3:4][O:5][C:6]1[CH:13]=[CH:12][CH:11]=[CH:10][C:7]=1[CH:8]=[N+:2]([CH3:3])[CH3:1]. The yield is 0.480.